This data is from Reaction yield outcomes from USPTO patents with 853,638 reactions. The task is: Predict the reaction yield, written as a fraction of the theoretical maximum amount of product (1.0 means a 100% yield; for example, 0.34 means a 34% yield). (1) The reactants are CS(O[C@H:6]([CH3:23])[CH2:7][N:8]([CH2:19][C@@H:20]([NH2:22])[CH3:21])[C:9]([O:11][CH2:12][C:13]1[CH:18]=[CH:17][CH:16]=[CH:15][CH:14]=1)=[O:10])(=O)=O. The catalyst is CO. The product is [CH3:23][C@H:6]1[NH:22][C@H:20]([CH3:21])[CH2:19][N:8]([C:9]([O:11][CH2:12][C:13]2[CH:18]=[CH:17][CH:16]=[CH:15][CH:14]=2)=[O:10])[CH2:7]1. The yield is 1.00. (2) The reactants are [CH2:1]([N:8]1[CH2:12][CH:11]([N:13]([CH2:15][C:16]2[CH:21]=[CH:20][CH:19]=[C:18]([Br:22])[CH:17]=2)[CH3:14])[CH2:10][CH:9]1[C:23]([OH:25])=O)[C:2]1[CH:7]=[CH:6][CH:5]=[CH:4][CH:3]=1.C(Cl)CCl.C1C=CC2N(O)N=NC=2C=1.[N:40]1([C:46]2[CH:53]=[CH:52][CH:51]=[CH:50][C:47]=2[C:48]#[N:49])[CH2:45][CH2:44][NH:43][CH2:42][CH2:41]1.CCN(CC)CC. The catalyst is CN(C=O)C. The product is [CH2:1]([N:8]1[CH2:12][CH:11]([N:13]([CH2:15][C:16]2[CH:21]=[CH:20][CH:19]=[C:18]([Br:22])[CH:17]=2)[CH3:14])[CH2:10][CH:9]1[C:23]([N:43]1[CH2:42][CH2:41][N:40]([C:46]2[CH:53]=[CH:52][CH:51]=[CH:50][C:47]=2[C:48]#[N:49])[CH2:45][CH2:44]1)=[O:25])[C:2]1[CH:7]=[CH:6][CH:5]=[CH:4][CH:3]=1. The yield is 0.152. (3) The reactants are C=[C:2]1[CH2:5][CH:4]([C:6](O)=O)[CH2:3]1.[N-:9]=[N+]=[N-].[Na+].[CH3:13][C:14]([O:17][C:18]([O:20]C(OC(C)(C)C)=O)=O)([CH3:16])[CH3:15]. The catalyst is C1COCC1.[Br-].C([N+](CCCC)(CCCC)CCCC)CCC.C(S([O-])(=O)=O)(F)(F)F.C(S([O-])(=O)=O)(F)(F)F.[Zn+2]. The product is [C:18]([NH:9][CH:2]1[CH2:3][C:4](=[CH2:6])[CH2:5]1)([O:17][C:14]([CH3:16])([CH3:15])[CH3:13])=[O:20]. The yield is 0.349. (4) The reactants are [NH2:1][C@@H:2]1[CH2:7][CH2:6][CH2:5][N:4]([C:8]2[N:9]([CH2:16][C:17]3[CH:24]=[CH:23][CH:22]=[CH:21][C:18]=3[C:19]#[N:20])[C:10](=[O:15])[C:11](Br)=[CH:12][N:13]=2)[CH2:3]1.C([SnH](CCCC)CCCC)CCC.CC(N=NC(C#N)(C)C)(C#N)C. The catalyst is C1(C)C=CC=CC=1.C1C=CC([P]([Pd]([P](C2C=CC=CC=2)(C2C=CC=CC=2)C2C=CC=CC=2)([P](C2C=CC=CC=2)(C2C=CC=CC=2)C2C=CC=CC=2)[P](C2C=CC=CC=2)(C2C=CC=CC=2)C2C=CC=CC=2)(C2C=CC=CC=2)C2C=CC=CC=2)=CC=1. The product is [NH2:1][C@@H:2]1[CH2:7][CH2:6][CH2:5][N:4]([C:8]2[N:9]([CH2:16][C:17]3[CH:24]=[CH:23][CH:22]=[CH:21][C:18]=3[C:19]#[N:20])[C:10](=[O:15])[CH:11]=[CH:12][N:13]=2)[CH2:3]1. The yield is 0.590. (5) The reactants are [CH3:1][N:2]([CH3:25])[C:3]1[CH:4]=[C:5]([C:9]2[N:13]([C:14]3[CH:15]=[N:16][C:17]([O:20][CH3:21])=[CH:18][CH:19]=3)[N:12]=[C:11]([C:22](O)=[O:23])[CH:10]=2)[CH:6]=[CH:7][CH:8]=1.[C:26]([NH2:30])([CH3:29])([CH3:28])[CH3:27]. No catalyst specified. The product is [C:26]([NH:30][C:22]([C:11]1[CH:10]=[C:9]([C:5]2[CH:6]=[CH:7][CH:8]=[C:3]([N:2]([CH3:25])[CH3:1])[CH:4]=2)[N:13]([C:14]2[CH:15]=[N:16][C:17]([O:20][CH3:21])=[CH:18][CH:19]=2)[N:12]=1)=[O:23])([CH3:29])([CH3:28])[CH3:27]. The yield is 0.620. (6) The reactants are [CH2:1]([C:3]1[C:12]2[O:11][CH:10]([C:13]([F:16])([F:15])[F:14])[C:9]([C:17]([OH:19])=[O:18])=[CH:8][C:7]=2[CH:6]=[CH:5][CH:4]=1)[CH3:2].S(Cl)([Cl:23])(=O)=O. The catalyst is COP(OC)(OC)=O.O. The product is [Cl:23][C:5]1[CH:4]=[C:3]([CH2:1][CH3:2])[C:12]2[O:11][CH:10]([C:13]([F:14])([F:15])[F:16])[C:9]([C:17]([OH:19])=[O:18])=[CH:8][C:7]=2[CH:6]=1. The yield is 1.17. (7) The reactants are [OH:1][CH2:2][C@:3]12[C:20](=[O:21])[CH2:19][C:18]([C:22]([O:24][CH3:25])=[O:23])=[CH:17][CH2:16][C@@H:4]1[C@:5]1([CH3:15])[CH:10]([CH2:11][CH2:12]2)[C:9]([CH3:14])([CH3:13])[CH2:8][CH2:7][CH2:6]1.CC(OI1(OC(C)=O)(OC(C)=O)OC(=O)C2C=CC=CC1=2)=O. The catalyst is C(Cl)Cl.[O-]S([O-])(=S)=O.[Na+].[Na+].C([O-])(O)=O.[Na+]. The product is [CH3:25][O:24][C:22]([C:18]1[CH2:19][C:20](=[O:21])[C@:3]2([CH:2]=[O:1])[CH2:12][CH2:11][CH:10]3[C@:5]([CH3:15])([CH2:6][CH2:7][CH2:8][C:9]3([CH3:13])[CH3:14])[C@H:4]2[CH2:16][CH:17]=1)=[O:23]. The yield is 0.800. (8) The reactants are [Cl:1][C:2]1[CH:10]=[CH:9][C:8]([N:11]([CH3:20])[S:12]([C:15]2[S:16][CH:17]=[CH:18][CH:19]=2)(=[O:14])=[O:13])=[C:7]2[C:3]=1[CH:4]=[C:5]([C:21]([NH2:23])=O)[NH:6]2.COC1C=CC(P2(SP(C3C=CC(OC)=CC=3)(=S)S2)=[S:33])=CC=1. The catalyst is O1CCCC1. The product is [Cl:1][C:2]1[CH:10]=[CH:9][C:8]([N:11]([CH3:20])[S:12]([C:15]2[S:16][CH:17]=[CH:18][CH:19]=2)(=[O:14])=[O:13])=[C:7]2[C:3]=1[CH:4]=[C:5]([C:21](=[S:33])[NH2:23])[NH:6]2. The yield is 0.870.